Dataset: Full USPTO retrosynthesis dataset with 1.9M reactions from patents (1976-2016). Task: Predict the reactants needed to synthesize the given product. (1) Given the product [CH3:1][O:2][C:3]([C:5]1[O:6][C:7]2[CH:13]=[CH:12][C:11]([CH2:14][Br:15])=[CH:10][C:8]=2[CH:9]=1)=[O:4], predict the reactants needed to synthesize it. The reactants are: [CH3:1][O:2][C:3]([C:5]1[O:6][C:7]2[CH:13]=[CH:12][C:11]([CH3:14])=[CH:10][C:8]=2[CH:9]=1)=[O:4].[Br:15]N1C(=O)CCC1=O.N(C1(C#N)CCCCC1)=NC1(C#N)CCCCC1. (2) The reactants are: [F:1][C:2]1([F:21])[CH2:7][CH2:6][N:5](C(OC(C)(C)C)=O)[CH:4]([C:15]2[CH:20]=[CH:19][CH:18]=[CH:17][CH:16]=2)[CH2:3]1.Cl. Given the product [F:21][C:2]1([F:1])[CH2:7][CH2:6][NH:5][CH:4]([C:15]2[CH:16]=[CH:17][CH:18]=[CH:19][CH:20]=2)[CH2:3]1, predict the reactants needed to synthesize it. (3) Given the product [NH:27]1[CH:26]=[C:25]([C:21]2[CH:20]=[C:19]3[C:24](=[CH:23][CH:22]=2)[N:16]([CH2:15][CH:12]2[CH2:11][CH2:10][N:9]([C:7]([C:1]4[CH:2]=[CH:3][CH:4]=[CH:5][CH:6]=4)=[O:8])[CH2:14][CH2:13]2)[CH2:17][CH2:18]3)[CH:29]=[N:28]1, predict the reactants needed to synthesize it. The reactants are: [C:1]1([C:7]([N:9]2[CH2:14][CH2:13][CH:12]([CH2:15][N:16]3[C:24]4[C:19](=[CH:20][C:21]([C:25]5[CH:26]=[N:27][N:28](C6CCCCO6)[CH:29]=5)=[CH:22][CH:23]=4)[CH:18]=[CH:17]3)[CH2:11][CH2:10]2)=[O:8])[CH:6]=[CH:5][CH:4]=[CH:3][CH:2]=1.Cl.CO.ClCCl. (4) Given the product [CH3:23][C:8]1[C:9]2[C:14](=[CH:13][C:12]([OH:15])=[CH:11][CH:10]=2)[NH:6][CH:7]=1, predict the reactants needed to synthesize it. The reactants are: C([Si](C)(C)[N:6]1[C:14]2[C:9](=[CH:10][CH:11]=[C:12]([O:15][Si](C(C)(C)C)(C)C)[CH:13]=2)[C:8]([CH3:23])=[CH:7]1)(C)(C)C.O.[F-].C([N+](CCCC)(CCCC)CCCC)CCC. (5) The reactants are: Cl.Cl.[NH2:3][CH2:4][CH2:5][N:6]1[C:14]2[C:13]([NH:15][C:16]3[CH:33]=[CH:32][C:19]([O:20][C:21]4[CH:22]=[C:23]([C:27]5([C:30]#[N:31])[CH2:29][CH2:28]5)[CH:24]=[CH:25][CH:26]=4)=[C:18]([Cl:34])[CH:17]=3)=[N:12][CH:11]=[N:10][C:9]=2[CH:8]=[CH:7]1.[CH3:35][S:36]([CH2:39][C:40](O)=[O:41])(=[O:38])=[O:37].ON1C2C=CC=CC=2N=N1.Cl.C(N=C=NCCCN(C)C)C.Cl.C(OCC)(=O)C. Given the product [ClH:34].[Cl:34][C:18]1[CH:17]=[C:16]([NH:15][C:13]2[C:14]3[N:6]([CH2:5][CH2:4][NH:3][C:40](=[O:41])[CH2:39][S:36]([CH3:35])(=[O:38])=[O:37])[CH:7]=[CH:8][C:9]=3[N:10]=[CH:11][N:12]=2)[CH:33]=[CH:32][C:19]=1[O:20][C:21]1[CH:26]=[CH:25][CH:24]=[C:23]([C:27]2([C:30]#[N:31])[CH2:29][CH2:28]2)[CH:22]=1, predict the reactants needed to synthesize it. (6) Given the product [CH3:31][O:30][C:28]1[CH:27]=[CH:26][C:25]2[NH:32][C:33]([C:35]3[C:39]([N+:40]([O-:42])=[O:41])=[CH:38][NH:37][N:36]=3)=[N:23][C:24]=2[CH:29]=1, predict the reactants needed to synthesize it. The reactants are: CC1C(C)=CC2NC(C3C(NC(=O)CCC)=CNN=3)=NC=2C=1.[NH2:23][C:24]1[CH:29]=[C:28]([O:30][CH3:31])[CH:27]=[CH:26][C:25]=1[NH:32][C:33]([C:35]1[C:39]([N+:40]([O-:42])=[O:41])=[CH:38][NH:37][N:36]=1)=O.[OH-].[Na+]. (7) Given the product [Cl:2][C:3]1[CH:4]=[C:5]([CH2:8][O:9][CH:10]2[CH2:11][N:12]([C:58](=[O:59])/[CH:57]=[CH:56]/[C:51]3[CH:50]=[C:49]4[C:54](=[N:53][CH:52]=3)[NH:55][C:46](=[O:45])[CH2:47][CH2:48]4)[CH2:13]2)[S:6][CH:7]=1, predict the reactants needed to synthesize it. The reactants are: Cl.[Cl:2][C:3]1[CH:4]=[C:5]([CH2:8][O:9][CH:10]2[CH2:13][NH:12][CH2:11]2)[S:6][CH:7]=1.CCN=C=NCCCN(C)C.C1C=CC2N(O)N=NC=2C=1.C(N(C(C)C)CC)(C)C.Cl.[O:45]=[C:46]1[NH:55][C:54]2[N:53]=[CH:52][C:51](/[CH:56]=[CH:57]/[C:58](O)=[O:59])=[CH:50][C:49]=2[CH2:48][CH2:47]1. (8) Given the product [N+:7]([O:9][CH2:10][CH2:11][CH2:12][C:13]1[CH:18]=[CH:17][C:16]([C:19]([OH:24])=[O:20])=[CH:15][CH:14]=1)([O-:21])=[O:8], predict the reactants needed to synthesize it. The reactants are: [O-][Mn](=O)(=O)=O.[K+].[N+:7]([O-:21])([O:9][CH2:10][CH2:11][CH2:12][C:13]1[CH:18]=[CH:17][C:16]([CH:19]=[O:20])=[CH:15][CH:14]=1)=[O:8].CC[O:24]C(C)=O.C(O)=O.C(O)(=O)C(O)=O. (9) Given the product [C:1]([C:5]1[CH:12]=[CH:11][C:8]([CH2:9][NH:21][CH2:13][CH2:14][C:15]2[CH:20]=[CH:19][CH:18]=[CH:17][CH:16]=2)=[CH:7][CH:6]=1)([CH3:4])([CH3:3])[CH3:2], predict the reactants needed to synthesize it. The reactants are: [C:1]([C:5]1[CH:12]=[CH:11][C:8]([CH:9]=O)=[CH:7][CH:6]=1)([CH3:4])([CH3:3])[CH3:2].[CH2:13]([NH2:21])[CH2:14][C:15]1[CH:20]=[CH:19][CH:18]=[CH:17][CH:16]=1.[BH4-].[Na+].